From a dataset of Reaction yield outcomes from USPTO patents with 853,638 reactions. Predict the reaction yield, written as a fraction of the theoretical maximum amount of product (1.0 means a 100% yield; for example, 0.34 means a 34% yield). (1) The reactants are [F:1][C:2]1[CH:7]=[CH:6][CH:5]=[CH:4][C:3]=1[C:8]1[C:17]([CH2:18]O)=[CH:16][C:15]2[C:10](=[C:11]([CH3:20])[CH:12]=[CH:13][CH:14]=2)[N:9]=1.O=S(Cl)[Cl:23]. No catalyst specified. The product is [Cl:23][CH2:18][C:17]1[C:8]([C:3]2[CH:4]=[CH:5][CH:6]=[CH:7][C:2]=2[F:1])=[N:9][C:10]2[C:15]([CH:16]=1)=[CH:14][CH:13]=[CH:12][C:11]=2[CH3:20]. The yield is 0.890. (2) The reactants are [CH2:1]([O:3][P:4]([CH:6]([NH:10][C:11]([O:13][CH2:14][C:15]1[CH:20]=[CH:19][CH:18]=[CH:17][CH:16]=1)=[O:12])[CH:7]([CH3:9])[CH3:8])[OH:5])[CH3:2].CCN(C(C)C)C(C)C.C[Si](Cl)(C)C.[CH3:35][O:36][C:37](=[O:55])[C:38]([C:40]1[CH:45]=[CH:44][CH:43]=[C:42]([CH2:46][NH:47][C:48]([O:50][C:51]([CH3:54])([CH3:53])[CH3:52])=[O:49])[CH:41]=1)=[CH2:39]. The catalyst is C(Cl)Cl. The product is [CH3:35][O:36][C:37](=[O:55])[CH:38]([C:40]1[CH:45]=[CH:44][CH:43]=[C:42]([CH2:46][NH:47][C:48]([O:50][C:51]([CH3:54])([CH3:53])[CH3:52])=[O:49])[CH:41]=1)[CH2:39][P:4]([CH:6]([NH:10][C:11]([O:13][CH2:14][C:15]1[CH:16]=[CH:17][CH:18]=[CH:19][CH:20]=1)=[O:12])[CH:7]([CH3:9])[CH3:8])([O:3][CH2:1][CH3:2])=[O:5]. The yield is 0.810. (3) The product is [F:22][C:2]([F:1])([F:21])[C:3]([NH:5][C:6]1[CH:11]=[CH:10][C:9]([CH:12]([P:13](=[O:20])([O:14][CH2:15][CH3:16])[O:17][CH2:18][CH3:19])[Br:30])=[CH:8][CH:7]=1)=[O:4]. The reactants are [F:1][C:2]([F:22])([F:21])[C:3]([NH:5][C:6]1[CH:11]=[CH:10][C:9]([CH2:12][P:13](=[O:20])([O:17][CH2:18][CH3:19])[O:14][CH2:15][CH3:16])=[CH:8][CH:7]=1)=[O:4].C1C(=O)N([Br:30])C(=O)C1.O. The yield is 0.340. The catalyst is C1C=CC=CC=1.N(C1(C#N)CCCCC1)=NC1(C#N)CCCCC1. (4) The reactants are Cl.[NH2:2][C:3]1([CH3:11])[CH2:9][CH2:8][C:7](=[O:10])[NH:6][C:4]1=[O:5].[N+:12]([C:15]1[CH:25]=[CH:24][CH:23]=[C:17]2[C:18]([O:20][C:21](=O)[C:16]=12)=[O:19])([O-:14])=[O:13].C([O-])(=O)C.[Na+]. The catalyst is C(O)(=O)C. The product is [N+:12]([C:15]1[CH:25]=[CH:24][CH:23]=[C:17]2[C:18]([N:2]([C:3]3([CH3:11])[CH2:9][CH2:8][C:7](=[O:10])[NH:6][C:4]3=[O:5])[C:21](=[O:20])[C:16]=12)=[O:19])([O-:14])=[O:13]. The yield is 0.680.